The task is: Predict the reaction yield, written as a fraction of the theoretical maximum amount of product (1.0 means a 100% yield; for example, 0.34 means a 34% yield).. This data is from Reaction yield outcomes from USPTO patents with 853,638 reactions. (1) The reactants are [CH3:1][O:2][C:3]1[CH:4]=[CH:5][CH:6]=[C:7]2[C:11]=1[C:10](=O)[CH2:9][CH2:8]2.Cl.[NH2:14][OH:15].C([O-])(=O)C.[Na+]. The catalyst is C(O)C.O. The product is [CH3:1][O:2][C:3]1[CH:4]=[CH:5][CH:6]=[C:7]2[C:11]=1[C:10](=[N:14][OH:15])[CH2:9][CH2:8]2. The yield is 0.980. (2) The reactants are [Br:1][C:2]1[CH:3]=[N:4][C:5]([O:8]N2C3=NC=CC=C3N=N2)=[N:6][CH:7]=1.[C:18]1(B(O)O)[CH:23]=[CH:22][CH:21]=[CH:20][CH:19]=1.C([O-])([O-])=O.[Cs+].[Cs+]. The catalyst is COCCOC. The product is [Br:1][C:2]1[CH:7]=[N:6][C:5]([O:8][C:18]2[CH:23]=[CH:22][CH:21]=[CH:20][CH:19]=2)=[N:4][CH:3]=1. The yield is 0.210. (3) The product is [CH2:23]([N:15]1[CH2:16][CH2:17][CH2:18][N:13]([C:11]2[CH:10]=[N:9][N:8]([CH2:7][C:6]3[C:2]([CH3:1])=[N:3][O:4][C:5]=3[CH3:20])[CH:12]=2)[C:14]1=[O:19])[C:24]1[CH:29]=[CH:28][CH:27]=[CH:26][CH:25]=1. The catalyst is CN(C=O)C. The yield is 0.300. The reactants are [CH3:1][C:2]1[C:6]([CH2:7][N:8]2[CH:12]=[C:11]([N:13]3[CH2:18][CH2:17][CH2:16][NH:15][C:14]3=[O:19])[CH:10]=[N:9]2)=[C:5]([CH3:20])[O:4][N:3]=1.[H-].[Na+].[CH2:23](Br)[C:24]1[CH:29]=[CH:28][CH:27]=[CH:26][CH:25]=1. (4) The product is [CH3:1][O:2][C:3](=[O:17])[CH2:4][CH:5]1[CH2:7][CH:6]1[C:8]1[CH:13]=[CH:12][C:11]([OH:14])=[C:10]([F:16])[CH:9]=1. The catalyst is C(Cl)Cl. The reactants are [CH3:1][O:2][C:3](=[O:17])[CH2:4][CH:5]1[CH2:7][CH:6]1[C:8]1[CH:13]=[CH:12][C:11]([O:14]C)=[C:10]([F:16])[CH:9]=1.B(Br)(Br)Br.CO. The yield is 0.840. (5) The reactants are [Cl:1][C:2]1[N:7]=[C:6](/[CH:8]=[C:9](/[C:11]2[CH:12]=[C:13]([NH:17][S:18]([C:21]3[C:26]([F:27])=[CH:25][CH:24]=[CH:23][C:22]=3[F:28])(=[O:20])=[O:19])[CH:14]=[CH:15][CH:16]=2)\O)[CH:5]=[CH:4][N:3]=1.C1C(=O)N(Br)C(=O)C1.[CH3:37][N:38]([CH3:42])[C:39]([NH2:41])=[S:40]. The catalyst is CC(N(C)C)=O. The product is [Cl:1][C:2]1[N:7]=[C:6]([C:8]2[S:40][C:39]([N:38]([CH3:42])[CH3:37])=[N:41][C:9]=2[C:11]2[CH:12]=[C:13]([NH:17][S:18]([C:21]3[C:26]([F:27])=[CH:25][CH:24]=[CH:23][C:22]=3[F:28])(=[O:20])=[O:19])[CH:14]=[CH:15][CH:16]=2)[CH:5]=[CH:4][N:3]=1. The yield is 0.250. (6) The reactants are O/[CH:2]=[C:3]1\[C:4](=O)[CH2:5][CH2:6][CH2:7][CH2:8][CH2:9]\1.[NH2:11][NH2:12]. The catalyst is CO. The product is [NH:11]1[C:4]2[CH2:5][CH2:6][CH2:7][CH2:8][CH2:9][C:3]=2[CH:2]=[N:12]1. The yield is 0.950. (7) The reactants are [NH2:1][C:2]1[C:3]2[C:10]([C:11]3[CH:16]=[CH:15][C:14]([CH3:17])=[CH:13][CH:12]=3)=[C:9]([CH:18]=O)[N:8]([CH2:20][CH2:21][CH2:22][O:23][Si](C(C)(C)C)(C)C)[C:4]=2[N:5]=[CH:6][N:7]=1.N1CCCCC1.[CH2:37]([NH:44][C:45](=[O:49])[CH2:46][C:47]#[N:48])[C:38]1[CH:43]=[CH:42][CH:41]=[CH:40][CH:39]=1.Cl. The catalyst is C1COCC1.C(OCC)(=O)C.C1C=CC=CC=1. The product is [NH2:1][C:2]1[C:3]2[C:10]([C:11]3[CH:16]=[CH:15][C:14]([CH3:17])=[CH:13][CH:12]=3)=[C:9]([CH:18]=[C:46]([C:47]#[N:48])[C:45]([NH:44][CH2:37][C:38]3[CH:43]=[CH:42][CH:41]=[CH:40][CH:39]=3)=[O:49])[N:8]([CH2:20][CH2:21][CH2:22][OH:23])[C:4]=2[N:5]=[CH:6][N:7]=1. The yield is 0.460.